Dataset: Reaction yield outcomes from USPTO patents with 853,638 reactions. Task: Predict the reaction yield, written as a fraction of the theoretical maximum amount of product (1.0 means a 100% yield; for example, 0.34 means a 34% yield). (1) The reactants are [C:1]([C:3]1[CH:8]=[C:7]([O:9][C:10]2[C:11]([CH3:19])=[N:12][C:13]([N+:16]([O-:18])=[O:17])=[CH:14][CH:15]=2)[CH:6]=[CH:5][N:4]=1)#[CH:2].[C:20]([O:26][CH2:27][N:28]=[N+:29]=[N-:30])(=[O:25])[C:21]([CH3:24])([CH3:23])[CH3:22].N1C(C)=CC=CC=1C. The catalyst is C(O)(C)(C)C.CC#N.[Cu]I. The product is [C:20]([O:26][CH2:27][N:28]1[CH:2]=[C:1]([C:3]2[CH:8]=[C:7]([O:9][C:10]3[C:11]([CH3:19])=[N:12][C:13]([N+:16]([O-:18])=[O:17])=[CH:14][CH:15]=3)[CH:6]=[CH:5][N:4]=2)[N:30]=[N:29]1)(=[O:25])[C:21]([CH3:24])([CH3:23])[CH3:22]. The yield is 0.840. (2) The reactants are FC(F)(F)C1C=C(NC(=O)NC2C=CC(C3SC(CCC(OC)=O)=NC=3)=CC=2)C=CC=1.[CH3:32][C:33]1[O:37][C:36]([CH2:38][CH:39]2[CH2:44][CH2:43][CH:42]([C:45]3[S:46][C:47]([C:50]4[CH:56]=[CH:55][C:53]([NH2:54])=[CH:52][CH:51]=4)=[CH:48][N:49]=3)[CH2:41][CH2:40]2)=[N:35][N:34]=1.[Cl:57][C:58]1[CH:63]=[CH:62][CH:61]=[CH:60][C:59]=1[N:64]=[C:65]=[O:66]. No catalyst specified. The product is [Cl:57][C:58]1[CH:63]=[CH:62][CH:61]=[CH:60][C:59]=1[NH:64][C:65]([NH:54][C:53]1[CH:52]=[CH:51][C:50]([C:47]2[S:46][C:45]([CH:42]3[CH2:43][CH2:44][CH:39]([CH2:38][C:36]4[O:37][C:33]([CH3:32])=[N:34][N:35]=4)[CH2:40][CH2:41]3)=[N:49][CH:48]=2)=[CH:56][CH:55]=1)=[O:66]. The yield is 0.880. (3) The reactants are [OH:1][C@H:2]1[CH2:7][CH2:6][C@@H:5]([NH:8][C:9]2[C:14]([C:15]#[N:16])=[CH:13][N:12]=[C:11](S(C)(=O)=O)[N:10]=2)[CH2:4][C:3]1([CH3:22])[CH3:21].O[C@H]1CC[C@@H](NC2C(C#N)=CN=C(S(C)=O)N=2)CC1(C)C.[NH2:44][CH2:45][CH2:46][C:47]1[CH:52]=[CH:51][C:50]([S:53]([NH2:56])(=[O:55])=[O:54])=[C:49]([Cl:57])[CH:48]=1.CCN(C(C)C)C(C)C. The catalyst is C1COCC1. The product is [Cl:57][C:49]1[CH:48]=[C:47]([CH2:46][CH2:45][NH:44][C:11]2[N:10]=[C:9]([NH:8][CH:5]3[CH2:6][CH2:7][CH:2]([OH:1])[C:3]([CH3:21])([CH3:22])[CH2:4]3)[C:14]([C:15]#[N:16])=[CH:13][N:12]=2)[CH:52]=[CH:51][C:50]=1[S:53]([NH2:56])(=[O:55])=[O:54]. The yield is 0.260. (4) The reactants are [ClH:1].C(OCC)C.[CH:7]1([CH2:12][CH2:13][C:14]([N:16]2[CH2:21][CH2:20][N:19]([C:22]3[C:31]4[C:26](=[CH:27][C:28]([CH3:32])=[CH:29][CH:30]=4)[N:25]=[C:24]([C:33]4[CH:38]=[CH:37][CH:36]=[CH:35][C:34]=4[OH:39])[N:23]=3)[CH2:18][CH2:17]2)=[O:15])[CH2:11][CH2:10][CH2:9][CH2:8]1. The catalyst is C(Cl)Cl. The product is [ClH:1].[CH:7]1([CH2:12][CH2:13][C:14]([N:16]2[CH2:21][CH2:20][N:19]([C:22]3[C:31]4[C:26](=[CH:27][C:28]([CH3:32])=[CH:29][CH:30]=4)[N:25]=[C:24]([C:33]4[CH:38]=[CH:37][CH:36]=[CH:35][C:34]=4[OH:39])[N:23]=3)[CH2:18][CH2:17]2)=[O:15])[CH2:11][CH2:10][CH2:9][CH2:8]1. The yield is 0.880. (5) The reactants are [Si]([O:8][C:9]1[CH:10]=[CH:11][CH:12]=[C:13]2[C:18]=1[N:17]=[C:16]([C:19]1[N:23]3[CH:24]=[CH:25][C:26]([O:28][CH2:29][CH2:30][O:31][CH3:32])=[CH:27][C:22]3=[N:21][N:20]=1)[CH:15]=[CH:14]2)(C(C)(C)C)(C)C.Cl.[OH-].[Na+]. The catalyst is C1COCC1.CCOC(C)=O. The product is [CH3:32][O:31][CH2:30][CH2:29][O:28][C:26]1[CH:25]=[CH:24][N:23]2[C:19]([C:16]3[CH:15]=[CH:14][C:13]4[C:18](=[C:9]([OH:8])[CH:10]=[CH:11][CH:12]=4)[N:17]=3)=[N:20][N:21]=[C:22]2[CH:27]=1. The yield is 0.770.